From a dataset of Catalyst prediction with 721,799 reactions and 888 catalyst types from USPTO. Predict which catalyst facilitates the given reaction. (1) Reactant: [Cl:1][C:2]1[CH:7]=[C:6]([Cl:8])[CH:5]=[CH:4][C:3]=1/[CH:9]=[C:10](/[N+:12]([O-:14])=[O:13])\[CH3:11].Cl.[CH3:16][O:17][NH2:18].C(N(CC)CC)C.O. Product: [Cl:1][C:2]1[CH:7]=[C:6]([Cl:8])[CH:5]=[CH:4][C:3]=1[CH:9]([NH:18][O:17][CH3:16])[CH:10]([N+:12]([O-:14])=[O:13])[CH3:11]. The catalyst class is: 5. (2) Reactant: [OH:1]/[N:2]=[C:3](\Cl)/[C:4]1[CH:9]=[CH:8][CH:7]=[CH:6][CH:5]=1.Br[C:12](=[CH:18][CH2:19][CH2:20][CH3:21])[C:13]([O:15][CH2:16][CH3:17])=[O:14].C(N(CC)CC)C. Product: [C:4]1([C:3]2[C:18]([CH2:19][CH2:20][CH3:21])=[C:12]([C:13]([O:15][CH2:16][CH3:17])=[O:14])[O:1][N:2]=2)[CH:9]=[CH:8][CH:7]=[CH:6][CH:5]=1. The catalyst class is: 635.